Dataset: Forward reaction prediction with 1.9M reactions from USPTO patents (1976-2016). Task: Predict the product of the given reaction. (1) The product is: [CH:47]1([CH2:53][CH2:54][CH2:55][N:44]2[CH2:45][CH2:46][N:41]([C:33]3[CH:34]=[C:35]([F:40])[C:36]([O:38][CH3:39])=[CH:37][C:32]=3[F:31])[CH2:42][CH2:43]2)[CH2:52][CH2:51][CH2:50][CH2:49][CH2:48]1. Given the reactants C(OC1C=CC(N2CCNCC2)=CC=1F)C1C=CC=CC=1.C(Br)CCCCCCC.[F:31][C:32]1[CH:37]=[C:36]([O:38][CH3:39])[C:35]([F:40])=[CH:34][C:33]=1[N:41]1[CH2:46][CH2:45][NH:44][CH2:43][CH2:42]1.[CH:47]1([CH2:53][CH2:54][CH2:55]Cl)[CH2:52][CH2:51][CH2:50][CH2:49][CH2:48]1, predict the reaction product. (2) Given the reactants Br[C:2]1[N:3]([CH2:21][C:22]([N:24]([CH3:26])[CH3:25])=[O:23])[C:4]2[C:9]([C:10]=1[CH:11]1[CH2:16][CH2:15][CH2:14][CH2:13][CH2:12]1)=[CH:8][CH:7]=[C:6]([C:17]([O:19]C)=[O:18])[CH:5]=2.[O:27]1[CH:31]=[CH:30][C:29](B(O)O)=[CH:28]1, predict the reaction product. The product is: [CH:11]1([C:10]2[C:9]3[C:4](=[CH:5][C:6]([C:17]([OH:19])=[O:18])=[CH:7][CH:8]=3)[N:3]([CH2:21][C:22]([N:24]([CH3:26])[CH3:25])=[O:23])[C:2]=2[C:29]2[CH:30]=[CH:31][O:27][CH:28]=2)[CH2:16][CH2:15][CH2:14][CH2:13][CH2:12]1. (3) Given the reactants [NH2:1][C:2]1[CH:3]=[C:4]([C@@H:16]([OH:19])[CH2:17][Br:18])[CH:5]=[CH:6][C:7]=1[O:8][CH2:9][C:10]1[CH:15]=[CH:14][CH:13]=[CH:12][CH:11]=1.[CH:20](O)=[O:21], predict the reaction product. The product is: [CH2:9]([O:8][C:7]1[CH:6]=[CH:5][C:4]([C@@H:16]([OH:19])[CH2:17][Br:18])=[CH:3][C:2]=1[NH:1][CH:20]=[O:21])[C:10]1[CH:15]=[CH:14][CH:13]=[CH:12][CH:11]=1. (4) Given the reactants C1(C)C=C(C)C=C(C)C=1S([O-])(=O)=O.[NH2:14][N+:15]1[CH:20]=[CH:19][CH:18]=[CH:17][C:16]=1[C:21]#[C:22][CH2:23][CH3:24].CC(C)([O-])C.[K+], predict the reaction product. The product is: [CH2:23]([C:22]1[CH:21]=[C:16]2[CH:17]=[CH:18][CH:19]=[CH:20][N:15]2[N:14]=1)[CH3:24]. (5) The product is: [Cl:16][C:18]1[C:19]([OH:37])=[C:20]([C@H:25]([NH:32][C:33](=[O:36])[CH2:34][NH:35][C:1](=[O:5])[C:69]2[CH:68]=[C:67]([NH:70][C:71]3[NH:72][CH2:73][CH:74]([OH:13])[CH2:75][N:76]=3)[CH:66]=[C:62]([OH:63])[CH:64]=2)[CH2:26][C:27]([O:29][CH2:30][CH3:31])=[O:28])[CH:21]=[C:22]([Cl:24])[CH:23]=1. Given the reactants [CH2:1]([O:5]C(Cl)=O)C(C)C.CN1CC[O:13]CC1.[ClH:16].Br[C:18]1[C:19]([OH:37])=[C:20]([C@H:25]([NH:32][C:33](=[O:36])[CH2:34][NH2:35])[CH2:26][C:27]([O:29][CH2:30][CH3:31])=[O:28])[CH:21]=[C:22]([Cl:24])[CH:23]=1.FC(F)(F)C(O)=O.ClC1C(O)=C(C(NC(=O)CN[C:62]([C:64]2[CH:69]=[CH:68][C:67]([NH:70][C:71]3[NH:72][CH2:73][CH2:74][CH2:75][N:76]=3)=[CH:66]N=2)=[O:63])CC(O)=O)C=C(Cl)C=1, predict the reaction product.